From a dataset of Full USPTO retrosynthesis dataset with 1.9M reactions from patents (1976-2016). Predict the reactants needed to synthesize the given product. (1) Given the product [S:1]1[C:9]2[C:4](=[N:5][CH:6]=[CH:7][CH:8]=2)[CH:3]=[C:2]1[CH2:10][OH:11], predict the reactants needed to synthesize it. The reactants are: [S:1]1[C:9]2[C:4](=[N:5][CH:6]=[CH:7][CH:8]=2)[CH:3]=[C:2]1[C:10](OC)=[O:11].[H-].[H-].[H-].[H-].[Li+].[Al+3].CO. (2) Given the product [CH:18]1([N:15]2[CH2:14][CH2:13][CH:12]([CH2:11][CH2:10][CH2:9][C:3]3[CH:8]=[CH:7][CH:6]=[CH:5][CH:4]=3)[CH2:17][CH2:16]2)[CH2:23][CH2:22][CH2:21][CH2:20][CH2:19]1, predict the reactants needed to synthesize it. The reactants are: CO.[C:3]1([CH2:9][CH2:10][CH2:11][CH:12]2[CH2:17][CH2:16][NH:15][CH2:14][CH2:13]2)[CH:8]=[CH:7][CH:6]=[CH:5][CH:4]=1.[C:18]1(=O)[CH2:23][CH2:22][CH2:21][CH2:20][CH2:19]1.C([BH3-])#N.[Na+]. (3) Given the product [NH2:23][C@:19]1([CH2:20][OH:21])[CH2:25][CH2:26][C@H:17]([C:12]2[CH:11]=[CH:10][C:9]3[CH2:8][C@H:7](/[CH:1]=[CH:2]/[CH2:3][CH2:4][CH2:5][CH3:6])[CH2:16][CH2:15][C:14]=3[CH:13]=2)[CH2:18]1, predict the reactants needed to synthesize it. The reactants are: [CH:1](/[C@@H:7]1[CH2:16][CH2:15][C:14]2[CH:13]=[C:12]([C@H:17]3[CH2:26][CH2:25][C@@:19]4([NH:23]C(=O)[O:21][CH2:20]4)[CH2:18]3)[CH:11]=[CH:10][C:9]=2[CH2:8]1)=[CH:2]\[CH2:3][CH2:4][CH2:5][CH3:6].O.O.[OH-].[Li+]. (4) Given the product [CH:3]12[O:24][CH:4]1[CH2:5][N:1]([C:6]([O:8][CH2:9][C:10]1[CH:15]=[CH:14][CH:13]=[CH:12][CH:11]=1)=[O:7])[CH2:2]2, predict the reactants needed to synthesize it. The reactants are: [N:1]1([C:6]([O:8][CH2:9][C:10]2[CH:15]=[CH:14][CH:13]=[CH:12][CH:11]=2)=[O:7])[CH2:5][CH:4]=[CH:3][CH2:2]1.C1C=C(Cl)C=C(C(OO)=[O:24])C=1.C([O-])([O-])=O.[Na+].[Na+].